From a dataset of Reaction yield outcomes from USPTO patents with 853,638 reactions. Predict the reaction yield, written as a fraction of the theoretical maximum amount of product (1.0 means a 100% yield; for example, 0.34 means a 34% yield). (1) The reactants are C(O[C:4]([C@H:6]1[C@@H:11]([N:12]([C:21](=[O:35])[CH2:22][C:23]2[NH:28][C:27]3[CH:29]=[CH:30][CH:31]=[CH:32][C:26]=3[S:25](=[O:34])(=[O:33])[N:24]=2)[CH2:13][C:14]2[CH:19]=[CH:18][C:17]([F:20])=[CH:16][CH:15]=2)[C@H:10]2[CH2:36][C@@H:7]1[CH2:8][CH2:9]2)=[O:5])C.[O-]CC.[Na+].Cl. The catalyst is C(O)C. The product is [O:34]=[S:25]1(=[O:33])[C:26]2[CH:32]=[CH:31][CH:30]=[CH:29][C:27]=2[N:28]=[C:23]([C:22]2[C:21](=[O:35])[N:12]([CH2:13][C:14]3[CH:19]=[CH:18][C:17]([F:20])=[CH:16][CH:15]=3)[C@@H:11]3[C@H:6]([C:4]=2[OH:5])[C@@H:7]2[CH2:36][C@H:10]3[CH2:9][CH2:8]2)[NH:24]1. The yield is 0.621. (2) The reactants are [H-].[Al+3].[Li+].[H-].[H-].[H-].C([CH2:10][C:11]1[CH:16]=[CH:15][C:14]([CH2:17][CH2:18][CH2:19][CH2:20][N:21]=[N+]=[N-])=[CH:13][CH:12]=1)(O)=O.[OH2:24].[OH-].[Na+]. The catalyst is C1COCC1. The product is [OH:24][CH2:10][C:11]1[CH:16]=[CH:15][C:14]([CH2:17][CH2:18][CH2:19][CH2:20][NH2:21])=[CH:13][CH:12]=1. The yield is 0.640. (3) The reactants are [C:1]([C:9]1[CH:14]=[CH:13][CH:12]=[CH:11][CH:10]=1)(=O)[C:2]1[CH:7]=[CH:6][CH:5]=[CH:4][CH:3]=1.O.[NH2:16][NH2:17]. The catalyst is C(O)C. The product is [C:1](=[N:16][NH2:17])([C:9]1[CH:14]=[CH:13][CH:12]=[CH:11][CH:10]=1)[C:2]1[CH:7]=[CH:6][CH:5]=[CH:4][CH:3]=1. The yield is 0.820. (4) The reactants are [C:1]([C:5]1[CH:10]=[CH:9][C:8]([S:11]([NH:14][C:15]2[CH:16]=[C:17]3[C:21](=[CH:22][CH:23]=2)[NH:20][C:19]([C:24](O)=[O:25])=[C:18]3[C:27]2[CH:28]=[N:29][CH:30]=[CH:31][CH:32]=2)(=[O:13])=[O:12])=[CH:7][CH:6]=1)([CH3:4])([CH3:3])[CH3:2].[C:33]([NH:36][CH2:37][CH2:38][NH2:39])(=[O:35])[CH3:34]. The catalyst is ClCCl.CO. The product is [C:33]([NH:36][CH2:37][CH2:38][NH:39][C:24]([C:19]1[NH:20][C:21]2[C:17]([C:18]=1[C:27]1[CH:28]=[N:29][CH:30]=[CH:31][CH:32]=1)=[CH:16][C:15]([NH:14][S:11]([C:8]1[CH:9]=[CH:10][C:5]([C:1]([CH3:4])([CH3:3])[CH3:2])=[CH:6][CH:7]=1)(=[O:12])=[O:13])=[CH:23][CH:22]=2)=[O:25])(=[O:35])[CH3:34]. The yield is 0.260. (5) The reactants are [C:1]1(C)C=CC=C[CH:2]=1.[CH2:8]([O:15][C:16]1[CH:17]=[C:18]([CH2:30][C:31]#[N:32])[CH:19]=[CH:20][C:21]=1[O:22][CH2:23][C:24]1[CH:29]=[CH:28][CH:27]=[CH:26][CH:25]=1)[C:9]1[CH:14]=[CH:13][CH:12]=[CH:11][CH:10]=1.BrCCCl. The catalyst is [N+](CCCC)(CCCC)(CCCC)CCCC.[Br-].[OH-].[Na+].O. The product is [CH2:8]([O:15][C:16]1[CH:17]=[C:18]([C:30]2([C:31]#[N:32])[CH2:2][CH2:1]2)[CH:19]=[CH:20][C:21]=1[O:22][CH2:23][C:24]1[CH:29]=[CH:28][CH:27]=[CH:26][CH:25]=1)[C:9]1[CH:10]=[CH:11][CH:12]=[CH:13][CH:14]=1. The yield is 0.660. (6) The reactants are [CH3:1][O:2][C:3]1[CH:4]=[C:5]([CH:28]=[CH:29][C:30]=1[O:31]CC1C=CC(OC)=CC=1)[CH2:6][N:7]1[C:11]2=[N:12][CH:13]=[C:14]([C:16]3[CH:17]=[N:18][N:19]([CH3:21])[CH:20]=3)[CH:15]=[C:10]2[N:9]=[C:8]1[NH:22][C:23](=[O:27])[O:24][CH2:25][CH3:26].FC(F)(F)C(O)=O.C(=O)([O-])[O-].[K+].[K+]. The catalyst is ClCCl. The product is [OH:31][C:30]1[CH:29]=[CH:28][C:5]([CH2:6][N:7]2[C:11]3=[N:12][CH:13]=[C:14]([C:16]4[CH:17]=[N:18][N:19]([CH3:21])[CH:20]=4)[CH:15]=[C:10]3[N:9]=[C:8]2[NH:22][C:23](=[O:27])[O:24][CH2:25][CH3:26])=[CH:4][C:3]=1[O:2][CH3:1]. The yield is 0.930. (7) The catalyst is CN(C=O)C. The product is [N:14]1[CH:19]=[CH:18][C:17]([C:2]2[C:11]3[C:6](=[CH:7][CH:8]=[C:9]([CH:12]=[O:13])[CH:10]=3)[N:5]=[CH:4][CH:3]=2)=[CH:16][CH:15]=1. The yield is 0.510. The reactants are Cl[C:2]1[C:11]2[C:6](=[CH:7][CH:8]=[C:9]([CH:12]=[O:13])[CH:10]=2)[N:5]=[CH:4][CH:3]=1.[N:14]1[CH:19]=[CH:18][C:17](B(O)O)=[CH:16][CH:15]=1.C([O-])([O-])=O.[K+].[K+].